This data is from Full USPTO retrosynthesis dataset with 1.9M reactions from patents (1976-2016). The task is: Predict the reactants needed to synthesize the given product. (1) Given the product [N:11]1([C:14]2[CH:23]=[CH:22][CH:21]=[CH:20][C:15]=2[C:16]([O:18][CH3:19])=[O:17])[CH2:10][CH2:9][NH:8][CH2:13][CH2:12]1, predict the reactants needed to synthesize it. The reactants are: C([N:8]1[CH2:13][CH2:12][N:11]([C:14]2[CH:23]=[CH:22][CH:21]=[CH:20][C:15]=2[C:16]([O:18][CH3:19])=[O:17])[CH2:10][CH2:9]1)C1C=CC=CC=1. (2) Given the product [NH2:18][C:15]1[CH:16]=[CH:17][C:12]([N:2]([CH3:1])[C:3]([N:5]2[CH2:6][CH2:7][N:8]([CH3:11])[CH2:9][CH2:10]2)=[O:4])=[CH:13][C:14]=1[N:21]1[CH2:26][CH2:25][CH2:24][CH2:23][CH2:22]1, predict the reactants needed to synthesize it. The reactants are: [CH3:1][N:2]([C:12]1[CH:17]=[CH:16][C:15]([N+:18]([O-])=O)=[C:14]([N:21]2[CH2:26][CH2:25][CH2:24][CH2:23][CH2:22]2)[CH:13]=1)[C:3]([N:5]1[CH2:10][CH2:9][N:8]([CH3:11])[CH2:7][CH2:6]1)=[O:4]. (3) Given the product [Cl:19][C:5]1[C:6]([NH:8][C:9]2[CH:18]=[CH:17][CH:16]=[CH:15][C:10]=2[C:11]([NH:13][CH3:14])=[O:12])=[N:7][C:2]([NH:20][C:21]2[CH:22]=[CH:23][C:24]3[CH2:30][CH2:29][C:28](=[O:31])[NH:27][CH2:26][C:25]=3[CH:32]=2)=[N:3][CH:4]=1, predict the reactants needed to synthesize it. The reactants are: Cl[C:2]1[N:7]=[C:6]([NH:8][C:9]2[CH:18]=[CH:17][CH:16]=[CH:15][C:10]=2[C:11]([NH:13][CH3:14])=[O:12])[C:5]([Cl:19])=[CH:4][N:3]=1.[NH2:20][C:21]1[CH:22]=[CH:23][C:24]2[CH2:30][CH2:29][C:28](=[O:31])[NH:27][CH2:26][C:25]=2[CH:32]=1. (4) Given the product [OH:35][CH2:34][CH2:33][CH2:32][O:13][P:6](=[O:12])([O:7][C:8]([CH3:11])([CH3:10])[CH3:9])[O:5][C:1]([CH3:4])([CH3:2])[CH3:3], predict the reactants needed to synthesize it. The reactants are: [C:1]([O:5][P:6](=[O:13])([O-:12])[O:7][C:8]([CH3:11])([CH3:10])[CH3:9])([CH3:4])([CH3:3])[CH3:2].C([N+](CCCC)(CCCC)CCCC)CCC.Br[CH2:32][CH2:33][CH2:34][OH:35]. (5) The reactants are: [O:1]=[S:2]1[N:6]([C:7]2[CH:18]=[CH:17][C:10]([C:11]([NH:13][CH2:14][CH2:15][CH3:16])=[O:12])=[CH:9][CH:8]=2)[CH:5]([C:19]2[CH:24]=[CH:23][CH:22]=[CH:21][CH:20]=2)[CH2:4][O:3]1.[OH2:25]. Given the product [O:1]=[S:2]1(=[O:25])[N:6]([C:7]2[CH:18]=[CH:17][C:10]([C:11]([NH:13][CH2:14][CH2:15][CH3:16])=[O:12])=[CH:9][CH:8]=2)[CH:5]([C:19]2[CH:20]=[CH:21][CH:22]=[CH:23][CH:24]=2)[CH2:4][O:3]1, predict the reactants needed to synthesize it. (6) Given the product [CH2:1]([O:4][CH:5]([CH2:23][CH2:24][C:25]1[CH:26]=[CH:27][CH:28]=[CH:29][CH:30]=1)[C:6]([NH:8][CH2:9][CH2:10][C:11]1[CH:16]=[CH:15][C:14]([O:17][CH2:18][C:19]#[CH:20])=[C:13]([O:21][CH3:22])[CH:12]=1)=[O:7])[CH3:2], predict the reactants needed to synthesize it. The reactants are: [CH2:1](I)[CH3:2].[OH:4][CH:5]([CH2:23][CH2:24][C:25]1[CH:30]=[CH:29][CH:28]=[CH:27][CH:26]=1)[C:6]([NH:8][CH2:9][CH2:10][C:11]1[CH:16]=[CH:15][C:14]([O:17][CH2:18][C:19]#[CH:20])=[C:13]([O:21][CH3:22])[CH:12]=1)=[O:7].[OH-].[Na+]. (7) Given the product [CH3:17][S:14]([C:10]1[CH:9]=[C:8]([C:6]2[N:7]=[C:2]([NH:30][C:31]3[CH:32]=[CH:33][C:34]([N:37]4[CH2:38][CH2:39][N:40]([C:43](=[O:45])[CH3:44])[CH2:41][CH2:42]4)=[CH:35][CH:36]=3)[C:3]3[NH:20][N:19]=[CH:18][C:4]=3[N:5]=2)[CH:13]=[CH:12][CH:11]=1)(=[O:16])=[O:15], predict the reactants needed to synthesize it. The reactants are: Cl[C:2]1[C:3]2[C:4](=[CH:18][N:19](CC3C=CC(OC)=CC=3)[N:20]=2)[N:5]=[C:6]([C:8]2[CH:13]=[CH:12][CH:11]=[C:10]([S:14]([CH3:17])(=[O:16])=[O:15])[CH:9]=2)[N:7]=1.[NH2:30][C:31]1[CH:36]=[CH:35][C:34]([N:37]2[CH2:42][CH2:41][N:40]([C:43](=[O:45])[CH3:44])[CH2:39][CH2:38]2)=[CH:33][CH:32]=1.Cl. (8) Given the product [CH3:13][O:12][C:11]1[C:2]([S:19][CH2:18][C:17]([O:16][CH2:14][CH3:15])=[O:20])=[N:3][C:4]2[C:9]([N:10]=1)=[CH:8][CH:7]=[CH:6][CH:5]=2, predict the reactants needed to synthesize it. The reactants are: Cl[C:2]1[C:11]([O:12][CH3:13])=[N:10][C:9]2[C:4](=[CH:5][CH:6]=[CH:7][CH:8]=2)[N:3]=1.[CH2:14]([O:16][C:17](=[O:20])[CH2:18][SH:19])[CH3:15].